This data is from Full USPTO retrosynthesis dataset with 1.9M reactions from patents (1976-2016). The task is: Predict the reactants needed to synthesize the given product. (1) Given the product [Br:1][C:2]1[CH:3]=[C:4]2[C:5](=[CH:7][CH:8]=1)[NH:6][N:16]=[C:9]2[OH:11], predict the reactants needed to synthesize it. The reactants are: [Br:1][C:2]1[CH:8]=[CH:7][C:5]([NH2:6])=[C:4]([C:9]([OH:11])=O)[CH:3]=1.BrC1C=CC=C2C=1C(O)=[N:16]N2. (2) Given the product [C:1]([O:9][C@@H:10]1[C@@H:36]([O:37][C:38](=[O:45])[C:39]2[CH:44]=[CH:43][CH:42]=[CH:41][CH:40]=2)[C@H:35]([O:46][C:47](=[O:54])[C:48]2[CH:49]=[CH:50][CH:51]=[CH:52][CH:53]=2)[C@@H:34]([C@@H:55]([CH3:65])[O:56][C:57](=[O:64])[C:58]2[CH:63]=[CH:62][CH:61]=[CH:60][CH:59]=2)[O:33][C@H:11]1[O:12][C:13]1[CH:18]=[C:17]([CH2:19][OH:20])[CH:16]=[CH:15][C:14]=1[CH2:24][C:25]1[CH:26]=[CH:27][C:28]([O:31][CH3:32])=[CH:29][CH:30]=1)(=[O:8])[C:2]1[CH:3]=[CH:4][CH:5]=[CH:6][CH:7]=1, predict the reactants needed to synthesize it. The reactants are: [C:1]([O:9][C@@H:10]1[C@@H:36]([O:37][C:38](=[O:45])[C:39]2[CH:44]=[CH:43][CH:42]=[CH:41][CH:40]=2)[C@H:35]([O:46][C:47](=[O:54])[C:48]2[CH:53]=[CH:52][CH:51]=[CH:50][CH:49]=2)[C@@H:34]([C@@H:55]([CH3:65])[O:56][C:57](=[O:64])[C:58]2[CH:63]=[CH:62][CH:61]=[CH:60][CH:59]=2)[O:33][C@H:11]1[O:12][C:13]1[CH:18]=[C:17]([CH2:19][O:20]C(=O)C)[CH:16]=[CH:15][C:14]=1[CH2:24][C:25]1[CH:30]=[CH:29][C:28]([O:31][CH3:32])=[CH:27][CH:26]=1)(=[O:8])[C:2]1[CH:7]=[CH:6][CH:5]=[CH:4][CH:3]=1.[OH-].[Na+].Cl.C(OCC)(=O)C. (3) Given the product [F:30][C:28]([F:29])([F:31])[C:25]1[CH:26]=[CH:27][C:22]([NH:21][C:19]2[N:20]=[C:16]3[CH:15]=[CH:14][CH:13]=[C:12]([CH:9]([C:7]4[CH:6]=[CH:5][NH:4][C:3](=[O:2])[CH:8]=4)[CH3:10])[N:17]3[N:18]=2)=[CH:23][CH:24]=1, predict the reactants needed to synthesize it. The reactants are: C[O:2][C:3]1[CH:8]=[C:7]([C:9]([C:12]2[N:17]3[N:18]=[C:19]([NH:21][C:22]4[CH:27]=[CH:26][C:25]([C:28]([F:31])([F:30])[F:29])=[CH:24][CH:23]=4)[N:20]=[C:16]3[CH:15]=[CH:14][CH:13]=2)(O)[CH3:10])[CH:6]=[CH:5][N:4]=1.C[Mg]Br.[Cl-].[NH4+]. (4) Given the product [CH3:20][O:21][N:22]=[C:7]1[C:6]2[C:14](=[CH:15][C:3]([CH2:1][CH3:2])=[C:4]([OH:18])[C:5]=2[CH3:17])[O:13][C:9]2([CH2:12][CH2:11][CH2:10]2)[CH2:8]1, predict the reactants needed to synthesize it. The reactants are: [CH2:1]([C:3]1[CH:15]=[C:14]2[C:6]([C:7](=O)[CH2:8][C:9]3([O:13]2)[CH2:12][CH2:11][CH2:10]3)=[C:5]([CH3:17])[C:4]=1[OH:18])[CH3:2].Cl.[CH3:20][O:21][NH2:22].C([O-])(=O)C.[Na+].O. (5) Given the product [F:16][C:5]1[C:6]([NH:8][C:9]2[CH:14]=[CH:13][CH:12]=[C:11]([OH:15])[CH:10]=2)=[N:7][C:2]([NH:24][C:23]2[CH:25]=[C:26]([C:28]([F:29])([F:30])[F:31])[CH:27]=[C:21]([C:19]([O:18][CH3:17])=[O:20])[CH:22]=2)=[N:3][CH:4]=1, predict the reactants needed to synthesize it. The reactants are: Cl[C:2]1[N:7]=[C:6]([NH:8][C:9]2[CH:14]=[CH:13][CH:12]=[C:11]([OH:15])[CH:10]=2)[C:5]([F:16])=[CH:4][N:3]=1.[CH3:17][O:18][C:19]([C:21]1[CH:22]=[C:23]([CH:25]=[C:26]([C:28]([F:31])([F:30])[F:29])[CH:27]=1)[NH2:24])=[O:20]. (6) Given the product [I:1][C:2]1[CH:7]=[N:6][N:5]([CH3:9])[C:4](=[O:8])[CH:3]=1, predict the reactants needed to synthesize it. The reactants are: [I:1][C:2]1[CH:7]=[N:6][NH:5][C:4](=[O:8])[CH:3]=1.[C:9](=O)([O-])[O-].[K+].[K+].IC.